This data is from Reaction yield outcomes from USPTO patents with 853,638 reactions. The task is: Predict the reaction yield, written as a fraction of the theoretical maximum amount of product (1.0 means a 100% yield; for example, 0.34 means a 34% yield). (1) The reactants are [NH:1]1[CH:5]=[CH:4][C:3]([C:6]2[NH:7][C:8]3[C:13]([CH:14]=2)=[CH:12][C:11]([C:15]([OH:17])=[O:16])=[CH:10][CH:9]=3)=[N:2]1.[CH3:18]O. The catalyst is OS(O)(=O)=O. The product is [NH:1]1[CH:5]=[CH:4][C:3]([C:6]2[NH:7][C:8]3[C:13]([CH:14]=2)=[CH:12][C:11]([C:15]([O:17][CH3:18])=[O:16])=[CH:10][CH:9]=3)=[N:2]1. The yield is 0.840. (2) The product is [C:50](=[O:58])([S:52][CH2:53][CH2:54][CH2:63][N:62]([CH3:64])[C:60]([C:59]1[N:39]([CH3:41])[CH:40]=[C:36]([NH:35][C:33]([C:29]2[N:30]([CH3:32])[CH:31]=[C:27]([NH:26][C:24]([C:20]3[N:21]([CH3:23])[CH:22]=[C:18]([NH:17][C:15]([C:11]4[N:12]([CH3:14])[CH:13]=[C:9]([NH:8][C:6]([O:5][C:1]([CH3:4])([CH3:3])[CH3:2])=[O:7])[CH:10]=4)=[O:16])[N:19]=3)=[O:25])[CH:28]=2)=[O:34])[CH:37]=1)=[O:61])[CH3:51]. No catalyst specified. The reactants are [C:1]([O:5][C:6]([NH:8][C:9]1[CH:10]=[C:11]([C:15]([NH:17][C:18]2[N:19]=[C:20]([C:24]([NH:26][C:27]3[CH:28]=[C:29]([C:33]([NH:35][C:36]4[CH:37]=C(C(O)=O)[N:39]([CH3:41])[CH:40]=4)=[O:34])[N:30]([CH3:32])[CH:31]=3)=[O:25])[N:21]([CH3:23])[CH:22]=2)=[O:16])[N:12]([CH3:14])[CH:13]=1)=[O:7])([CH3:4])([CH3:3])[CH3:2].C(Cl)CCl.Cl.[C:50](=[O:58])([S:52][CH2:53][CH2:54]CNC)[CH3:51].[CH3:59][C:60]([N:62]([CH3:64])[CH3:63])=[O:61]. The yield is 0.640. (3) The reactants are [O:1]([C:8]1[CH:16]=[CH:15][C:11]([C:12](Cl)=[O:13])=[CH:10][CH:9]=1)[C:2]1[CH:7]=[CH:6][CH:5]=[CH:4][CH:3]=1.[C:17](Cl)(=[O:24])[C:18]1[CH:23]=[CH:22][CH:21]=[CH:20][CH:19]=1.[NH2:26][OH:27].Cl. The catalyst is C(N(CC)CC)C. The product is [OH:27][NH:26][C:17](=[O:24])[CH2:18][CH2:19][CH2:20][CH2:21][CH2:22][CH2:23][C:12](=[O:13])[C:11]1[CH:15]=[CH:16][C:8]([O:1][C:2]2[CH:7]=[CH:6][CH:5]=[CH:4][CH:3]=2)=[CH:9][CH:10]=1. The yield is 0.440. (4) The yield is 0.800. The product is [C:33]([O:17][C:14]1[CH:15]=[C:16]2[C:11]([C:10]([C:18](=[O:19])[NH:20][CH2:21][C:22]3[CH:27]=[CH:26][C:25]([F:28])=[C:24]([F:29])[CH:23]=3)=[C:9]([CH:30]([CH3:32])[CH3:31])[N:8]2[CH2:1][C:2]2[CH:7]=[CH:6][CH:5]=[CH:4][CH:3]=2)=[CH:12][CH:13]=1)(=[O:37])[CH:34]([CH3:36])[CH3:35]. The catalyst is N1C=CC=CC=1. The reactants are [CH2:1]([N:8]1[C:16]2[C:11](=[CH:12][CH:13]=[C:14]([OH:17])[CH:15]=2)[C:10]([C:18]([NH:20][CH2:21][C:22]2[CH:27]=[CH:26][C:25]([F:28])=[C:24]([F:29])[CH:23]=2)=[O:19])=[C:9]1[CH:30]([CH3:32])[CH3:31])[C:2]1[CH:7]=[CH:6][CH:5]=[CH:4][CH:3]=1.[C:33](Cl)(=[O:37])[CH:34]([CH3:36])[CH3:35]. (5) The product is [F:1][C:2]1[CH:7]=[CH:6][C:5]([N:8]([CH3:22])[CH:9]2[CH2:14][CH2:13][NH:12][CH2:11][CH2:10]2)=[CH:4][CH:3]=1. No catalyst specified. The reactants are [F:1][C:2]1[CH:7]=[CH:6][C:5]([N:8]([CH3:22])[CH:9]2[CH2:14][CH2:13][N:12](C(OC(C)(C)C)=O)[CH2:11][CH2:10]2)=[CH:4][CH:3]=1.Cl.O1CCOCC1. The yield is 0.720. (6) The reactants are [C:1]([O:5][C:6](NC[C@H]1CC[C@H](C(O)=O)CC1)=[O:7])([CH3:4])([CH3:3])[CH3:2].C([N:21]([CH2:24][CH3:25])CC)C.ClC(O[CH2:30][CH3:31])=O.[NH4+:32].[OH-].[CH2:34]1[CH2:38][O:37][CH2:36][CH2:35]1. No catalyst specified. The product is [C:1]([O:5][C:6]([CH:24]([NH2:21])[C@H:25]1[CH2:36][CH2:35][C@H:34]([C:38]([NH2:32])=[O:37])[CH2:31][CH2:30]1)=[O:7])([CH3:4])([CH3:3])[CH3:2]. The yield is 0.800.